This data is from Forward reaction prediction with 1.9M reactions from USPTO patents (1976-2016). The task is: Predict the product of the given reaction. (1) Given the reactants [CH3:1][C:2]1[CH:7]=[CH:6][C:5]([C:8]2[CH:13]=[C:12]([CH3:14])[CH:11]=[CH:10][C:9]=2[C:15]([NH:17][C:18]2[CH:40]=[CH:39][C:21]([O:22][CH2:23][CH2:24][C:25]3[N:30]=[C:29]([NH:31]C(=O)OC(C)(C)C)[CH:28]=[CH:27][CH:26]=3)=[CH:20][CH:19]=2)=[O:16])=[CH:4][CH:3]=1.FC(F)(F)C(O)=O, predict the reaction product. The product is: [NH2:31][C:29]1[N:30]=[C:25]([CH2:24][CH2:23][O:22][C:21]2[CH:20]=[CH:19][C:18]([NH:17][C:15]([C:9]3[C:8]([C:5]4[CH:6]=[CH:7][C:2]([CH3:1])=[CH:3][CH:4]=4)=[CH:13][C:12]([CH3:14])=[CH:11][CH:10]=3)=[O:16])=[CH:40][CH:39]=2)[CH:26]=[CH:27][CH:28]=1. (2) Given the reactants Br[C:2]1[CH:7]=[CH:6][C:5]([C:8]2[CH:9]=[CH:10][C:11]([C:21]3[CH:26]=[CH:25][N:24]=[CH:23][CH:22]=3)=[N:12][C:13]=2[C:14]2[CH:19]=[CH:18][C:17](Br)=[CH:16][CH:15]=2)=[CH:4][CH:3]=1.[Na+].[C:28](=[O:31])([O-])[O-].[Na+].[C:33]1(B(O)O)[CH:38]=[CH:37][CH:36]=[CH:35][CH:34]=1.[C:42]([O:45][CH2:46][CH3:47])(=O)[CH3:43], predict the reaction product. The product is: [N:12]1[C:13]([C:14]2[CH:19]=[CH:18][C:17]([C:2]3[CH:3]=[CH:4][C:43]([C:42]4[O:45][C:46]5[CH:47]=[CH:26][CH:21]=[CH:22][C:23]=5[N:24]=4)=[CH:6][CH:7]=3)=[CH:16][CH:15]=2)=[C:8]([C:5]2[CH:6]=[CH:7][C:2]([C:36]3[CH:37]=[CH:38][C:33]([C:13]4[O:31][C:28]5[CH:5]=[CH:8][CH:9]=[CH:10][C:11]=5[N:12]=4)=[CH:34][CH:35]=3)=[CH:3][CH:4]=2)[CH:9]=[CH:10][C:11]=1[C:21]1[CH:22]=[CH:23][N:24]=[CH:25][CH:26]=1. (3) The product is: [Cl:1][C:2]1[CH:3]=[C:4]([C:8]([OH:10])=[O:9])[S:5][C:6]=1[CH:26]([OH:29])[CH2:27][CH3:28]. Given the reactants [Cl:1][C:2]1[CH:3]=[C:4]([C:8]([OH:10])=[O:9])[S:5][C:6]=1Cl.[Li+].C[Si]([N-][Si](C)(C)C)(C)C.C([Li])(C)(C)C.[CH:26](=[O:29])[CH2:27][CH3:28].Cl, predict the reaction product. (4) Given the reactants [C:1]1([C:29]2[CH:34]=[CH:33][CH:32]=[CH:31][CH:30]=2)[CH:6]=[CH:5][C:4]([CH2:7][N:8]2[CH:16]=[C:15]3[C:10]([N:11](CC4C=CC(OC)=CC=4)[C:12](=[O:19])[N:13]([CH3:18])[C:14]3=[O:17])=[N:9]2)=[CH:3][CH:2]=1.[N+]([O-])([O-])=O.[Ce+4].[NH4+].[N+]([O-])([O-])=O.[N+]([O-])([O-])=O.[N+]([O-])([O-])=O.[N+]([O-])([O-])=O.O=[N+]([O-])[O-].[O-][N+](=O)[O-].[O-][N+](=O)[O-].[O-][N+](=O)[O-].[O-][N+](=O)[O-].[O-][N+](=O)[O-].[Ce+4].[NH4+].[NH4+], predict the reaction product. The product is: [C:1]1([C:29]2[CH:34]=[CH:33][CH:32]=[CH:31][CH:30]=2)[CH:2]=[CH:3][C:4]([CH2:7][N:8]2[CH:16]=[C:15]3[C:10]([NH:11][C:12](=[O:19])[N:13]([CH3:18])[C:14]3=[O:17])=[N:9]2)=[CH:5][CH:6]=1.